Dataset: Reaction yield outcomes from USPTO patents with 853,638 reactions. Task: Predict the reaction yield, written as a fraction of the theoretical maximum amount of product (1.0 means a 100% yield; for example, 0.34 means a 34% yield). (1) The reactants are [F:1][C:2]1[CH:3]=[C:4]([C@H:8]2[CH2:12][CH2:11][CH2:10][N:9]2[C:13]2[CH:18]=[CH:17][N:16]3[N:19]=[CH:20][C:21]([C:22](O)=[O:23])=[C:15]3[N:14]=2)[CH:5]=[CH:6][CH:7]=1.S(Cl)(Cl)=O.C[N:30](C1C=CC=CN=1)C. The catalyst is C(Cl)(Cl)(Cl)Cl.C1COCC1. The product is [F:1][C:2]1[CH:3]=[C:4]([C@H:8]2[CH2:12][CH2:11][CH2:10][N:9]2[C:13]2[CH:18]=[CH:17][N:16]3[N:19]=[CH:20][C:21]([C:22]([NH2:30])=[O:23])=[C:15]3[N:14]=2)[CH:5]=[CH:6][CH:7]=1. The yield is 0.760. (2) The reactants are [NH2:1][CH2:2][CH:3]([C:5]1[CH:10]=[CH:9][CH:8]=[CH:7][CH:6]=1)[OH:4].[O:11]1CCC[CH2:12]1. The catalyst is O. The product is [C:5]1([CH:3]2[O:4][C:12](=[O:11])[NH:1][CH2:2]2)[CH:10]=[CH:9][CH:8]=[CH:7][CH:6]=1. The yield is 0.160.